The task is: Predict the reactants needed to synthesize the given product.. This data is from Full USPTO retrosynthesis dataset with 1.9M reactions from patents (1976-2016). (1) The reactants are: [C:1]([O:5][C:6]([N:8]1[CH:13]2[CH2:14][CH2:15][CH:9]1[CH2:10][C:11](=[CH:16][C:17]1[CH:22]=[CH:21][C:20]([Cl:23])=[C:19]([Cl:24])[CH:18]=1)[CH2:12]2)=[O:7])([CH3:4])([CH3:3])[CH3:2]. Given the product [C:1]([O:5][C:6]([N:8]1[CH:13]2[CH2:14][CH2:15][CH:9]1[CH2:10][CH:11]([CH2:16][C:17]1[CH:22]=[CH:21][C:20]([Cl:23])=[C:19]([Cl:24])[CH:18]=1)[CH2:12]2)=[O:7])([CH3:4])([CH3:2])[CH3:3], predict the reactants needed to synthesize it. (2) Given the product [F:28][C:22]1[C:23]([F:27])=[CH:24][CH:25]=[CH:26][C:21]=1[C:19]1[N:20]=[C:15]2[CH:14]=[N:13][N:12]([CH2:11][C:9]3[CH:10]=[C:5]([C:3]([OH:4])=[O:2])[C:6]([C:29]4[CH:34]=[CH:33][C:32]([O:35][CH3:36])=[CH:31][C:30]=4[C:37]([F:38])([F:39])[F:40])=[CH:7][CH:8]=3)[CH:17]=[C:16]2[N:18]=1, predict the reactants needed to synthesize it. The reactants are: C[O:2][C:3]([C:5]1[C:6]([C:29]2[CH:34]=[CH:33][C:32]([O:35][CH3:36])=[CH:31][C:30]=2[C:37]([F:40])([F:39])[F:38])=[CH:7][CH:8]=[C:9]([CH2:11][N:12]2[CH:17]=[C:16]3[N:18]=[C:19]([C:21]4[CH:26]=[CH:25][CH:24]=[C:23]([F:27])[C:22]=4[F:28])[N:20]=[C:15]3[CH:14]=[N:13]2)[CH:10]=1)=[O:4].[OH-].[K+]. (3) Given the product [Cl:14][C:15]1[N:20]=[CH:19][C:18]([S:21]([N:8]2[CH2:13][CH2:12][O:11][CH2:10][CH2:9]2)(=[O:23])=[O:22])=[CH:17][CH:16]=1, predict the reactants needed to synthesize it. The reactants are: C(N(CC)CC)C.[NH:8]1[CH2:13][CH2:12][O:11][CH2:10][CH2:9]1.[Cl:14][C:15]1[N:20]=[CH:19][C:18]([S:21](Cl)(=[O:23])=[O:22])=[CH:17][CH:16]=1.